Dataset: Catalyst prediction with 721,799 reactions and 888 catalyst types from USPTO. Task: Predict which catalyst facilitates the given reaction. (1) Reactant: [C:1]1([C:7]2[CH:8]=[N:9][N:10]([CH2:12][CH2:13][C@@:14]([CH3:24])([S:20]([CH3:23])(=[O:22])=[O:21])[C:15]([O:17][CH2:18][CH3:19])=[O:16])[CH:11]=2)[CH2:6][CH2:5][CH2:4][CH2:3][CH:2]=1. Product: [CH:1]1([C:7]2[CH:8]=[N:9][N:10]([CH2:12][CH2:13][C@@:14]([CH3:24])([S:20]([CH3:23])(=[O:21])=[O:22])[C:15]([O:17][CH2:18][CH3:19])=[O:16])[CH:11]=2)[CH2:2][CH2:3][CH2:4][CH2:5][CH2:6]1. The catalyst class is: 19. (2) Reactant: [CH:1]1([C:4]2[C:5](=[O:21])[CH2:6][C:7]([CH3:20])([CH3:19])[C:8]([OH:18])([C:11]#[C:12]/[C:13](/[CH3:17])=[CH:14]\[CH2:15][OH:16])[C:9]=2[CH3:10])[CH2:3][CH2:2]1.C1(C)C=CC=CC=1.O. Product: [CH:1]1([C:4]2[C:5](=[O:21])[CH2:6][C:7]([CH3:19])([CH3:20])[C:8](/[CH:11]=[CH:12]/[C:13](/[CH3:17])=[CH:14]\[CH:15]=[O:16])([OH:18])[C:9]=2[CH3:10])[CH2:2][CH2:3]1. The catalyst class is: 1. (3) Reactant: [CH3:1][O:2][C:3]1[CH:4]=[C:5]2[C:9](=[CH:10][CH:11]=1)[C:8](=[O:12])[CH2:7][CH2:6]2.[OH-].[K+].[CH:15](=O)[CH2:16][CH2:17][CH3:18].Cl. Product: [CH2:15]([CH:7]1[CH2:6][C:5]2[C:9](=[CH:10][CH:11]=[C:3]([O:2][CH3:1])[CH:4]=2)[C:8]1=[O:12])[CH2:16][CH2:17][CH3:18]. The catalyst class is: 63. (4) Reactant: [CH3:1][O:2][C:3]1[CH:11]=[CH:10][C:6]([C:7]([OH:9])=[O:8])=[CH:5][C:4]=1[S:12](=[O:23])(=[O:22])[NH:13][CH2:14][CH2:15][N:16]1[CH2:21][CH2:20][O:19][CH2:18][CH2:17]1.C(Cl)CCl.[Cl:28][C:29]1[CH:30]=[N+:31]([O-:54])[CH:32]=[C:33]([Cl:53])[C:34]=1[CH2:35][C@@H:36]([C:38]1[CH:43]=[CH:42][C:41]([O:44][CH:45]([F:47])[F:46])=[C:40]([O:48][CH2:49][CH:50]2[CH2:52][CH2:51]2)[CH:39]=1)O. Product: [Cl:28][C:29]1[CH:30]=[N+:31]([O-:54])[CH:32]=[C:33]([Cl:53])[C:34]=1[CH2:35][C@@H:36]([C:38]1[CH:43]=[CH:42][C:41]([O:44][CH:45]([F:47])[F:46])=[C:40]([O:48][CH2:49][CH:50]2[CH2:52][CH2:51]2)[CH:39]=1)[O:8][C:7](=[O:9])[C:6]1[CH:10]=[CH:11][C:3]([O:2][CH3:1])=[C:4]([S:12](=[O:23])(=[O:22])[NH:13][CH2:14][CH2:15][N:16]2[CH2:21][CH2:20][O:19][CH2:18][CH2:17]2)[CH:5]=1. The catalyst class is: 64.